This data is from Catalyst prediction with 721,799 reactions and 888 catalyst types from USPTO. The task is: Predict which catalyst facilitates the given reaction. (1) Reactant: Br[C:2]1[S:3][CH:4]=[C:5]([C:7]([N:9]2[CH:14]([CH3:15])[CH2:13][CH2:12][CH2:11][CH:10]2[CH3:16])=[O:8])[N:6]=1.[CH3:17][C:18]1[CH:23]=[CH:22][CH:21]=[CH:20][C:19]=1B(O)O.C(=O)([O-])[O-].[K+].[K+]. Product: [CH3:16][CH:10]1[CH2:11][CH2:12][CH2:13][CH:14]([CH3:15])[N:9]1[C:7]([C:5]1[N:6]=[C:2]([C:19]2[CH:20]=[CH:21][CH:22]=[CH:23][C:18]=2[CH3:17])[S:3][CH:4]=1)=[O:8]. The catalyst class is: 438. (2) Reactant: Cl.Cl.[NH2:3][C@H:4]1[CH2:9][CH2:8][C@H:7]([C:10]([N:12]2[CH2:17][CH2:16][N:15]([CH:18]([CH3:20])[CH3:19])[CH2:14][CH2:13]2)=[O:11])[CH2:6][CH2:5]1.[C:21](Cl)(=[O:25])[CH:22]([CH3:24])[CH3:23].CCN(CC)CC. Product: [CH:18]([N:15]1[CH2:14][CH2:13][N:12]([C:10]([C@H:7]2[CH2:8][CH2:9][C@H:4]([NH:3][C:21](=[O:25])[CH:22]([CH3:24])[CH3:23])[CH2:5][CH2:6]2)=[O:11])[CH2:17][CH2:16]1)([CH3:20])[CH3:19]. The catalyst class is: 4.